From a dataset of Catalyst prediction with 721,799 reactions and 888 catalyst types from USPTO. Predict which catalyst facilitates the given reaction. (1) Reactant: C1(S([N:10]2[C:14]3=[N:15][CH:16]=[C:17]([Br:19])[CH:18]=[C:13]3[C:12]([C:20]3[CH:21]=[N:22][N:23]([C:25]([C:38]4[CH:43]=[CH:42][CH:41]=[CH:40][CH:39]=4)([C:32]4[CH:37]=[CH:36][CH:35]=[CH:34][CH:33]=4)[C:26]4[CH:31]=[CH:30][CH:29]=[CH:28][CH:27]=4)[CH:24]=3)=[CH:11]2)(=O)=O)C=CC=CC=1.[H-].[Na+].[CH3:46][Si:47]([CH2:50][CH2:51][O:52][CH2:53]Cl)([CH3:49])[CH3:48].[NH4+].[Cl-]. Product: [Br:19][C:17]1[CH:18]=[C:13]2[C:12]([C:20]3[CH:21]=[N:22][N:23]([C:25]([C:32]4[CH:33]=[CH:34][CH:35]=[CH:36][CH:37]=4)([C:38]4[CH:43]=[CH:42][CH:41]=[CH:40][CH:39]=4)[C:26]4[CH:31]=[CH:30][CH:29]=[CH:28][CH:27]=4)[CH:24]=3)=[CH:11][N:10]([CH2:53][O:52][CH2:51][CH2:50][Si:47]([CH3:49])([CH3:48])[CH3:46])[C:14]2=[N:15][CH:16]=1. The catalyst class is: 31. (2) Reactant: [Cl:1][C:2]1[CH:7]=[CH:6][CH:5]=[C:4]([NH2:8])[C:3]=1[NH2:9].C1C[O:13][CH2:12]C1.C(C1NC=CN=1)(C1NC=CN=1)=O.Cl. Product: [Cl:1][C:2]1[C:3]2[NH:9][C:12](=[O:13])[NH:8][C:4]=2[CH:5]=[CH:6][CH:7]=1. The catalyst class is: 6. (3) Reactant: C(O)(=O)C.CC1(C)[O:11][C:10]2[CH:12]=[CH:13][C:14]([CH:16]([OH:36])[CH2:17][NH:18][CH2:19][CH2:20][CH2:21][CH2:22][CH2:23][CH2:24][O:25][CH2:26][CH2:27][CH2:28][CH2:29][C:30]3[CH:35]=[CH:34][CH:33]=[CH:32][CH:31]=3)=[CH:15][C:9]=2[CH2:8][O:7]1.[OH:38][C:39]1[C:48]2[C:43](=[CH:44][CH:45]=[CH:46][CH:47]=2)[CH:42]=[CH:41][C:40]=1[C:49]([OH:51])=[O:50]. Product: [OH:38][C:39]1[C:48]2[C:43](=[CH:44][CH:45]=[CH:46][CH:47]=2)[CH:42]=[CH:41][C:40]=1[C:49]([O-:51])=[O:50].[OH:36][CH:16]([C:14]1[CH:13]=[CH:12][C:10]([OH:11])=[C:9]([CH2:8][OH:7])[CH:15]=1)[CH2:17][NH2+:18][CH2:19][CH2:20][CH2:21][CH2:22][CH2:23][CH2:24][O:25][CH2:26][CH2:27][CH2:28][CH2:29][C:30]1[CH:35]=[CH:34][CH:33]=[CH:32][CH:31]=1. The catalyst class is: 6. (4) Reactant: Cl[C:2]1[N:3]=[CH:4][C:5]2[C:6]3[N:20]([CH:21]4[CH2:26][CH2:25][CH2:24][CH2:23][O:22]4)[N:19]=[CH:18][C:7]=3[C:8](=[O:17])[N:9]([CH2:12][C:13]([F:16])([F:15])[F:14])[C:10]=2[CH:11]=1.[Cl:27][C:28]1[C:33](B(O)O)=[CH:32][CH:31]=[CH:30][N:29]=1.C(=O)([O-])[O-].[K+].[K+].O1CCOCC1. Product: [Cl:27][C:28]1[C:33]([C:2]2[N:3]=[CH:4][C:5]3[C:6]4[N:20]([CH:21]5[CH2:26][CH2:25][CH2:24][CH2:23][O:22]5)[N:19]=[CH:18][C:7]=4[C:8](=[O:17])[N:9]([CH2:12][C:13]([F:14])([F:16])[F:15])[C:10]=3[CH:11]=2)=[CH:32][CH:31]=[CH:30][N:29]=1. The catalyst class is: 103. (5) Reactant: [CH3:1][C:2]1([C:5]2[CH:12]=[CH:11][C:8]([CH2:9][NH2:10])=[CH:7][CH:6]=2)[CH2:4][CH2:3]1.C(N(CC)CC)C.[N:20]1[CH:25]=[CH:24][CH:23]=[C:22]([S:26](Cl)(=[O:28])=[O:27])[CH:21]=1. Product: [CH3:1][C:2]1([C:5]2[CH:6]=[CH:7][C:8]([CH2:9][NH:10][S:26]([C:22]3[CH:21]=[N:20][CH:25]=[CH:24][CH:23]=3)(=[O:28])=[O:27])=[CH:11][CH:12]=2)[CH2:3][CH2:4]1. The catalyst class is: 2. (6) Reactant: C[CH2:2][O:3]C(/[N:6]=N/C(OCC)=O)=O.[CH2:13]([O:20][C:21](=[O:30])[CH2:22][C:23]1[CH:28]=[CH:27][CH:26]=[CH:25][C:24]=1[OH:29])[C:14]1[CH:19]=[CH:18][CH:17]=[CH:16][CH:15]=1.C1(P(C2C=CC=CC=2)C2C=CC=CC=2)C=CC=CC=1.[N:50]1([CH2:56][CH2:57]O)[CH2:55][CH2:54][O:53][CH2:52][CH2:51]1. Product: [NH3:6].[CH3:2][OH:3].[CH2:13]([O:20][C:21](=[O:30])[CH2:22][C:23]1[CH:28]=[CH:27][CH:26]=[CH:25][C:24]=1[O:29][CH2:57][CH2:56][N:50]1[CH2:55][CH2:54][O:53][CH2:52][CH2:51]1)[C:14]1[CH:15]=[CH:16][CH:17]=[CH:18][CH:19]=1. The catalyst class is: 1.